The task is: Predict the reaction yield, written as a fraction of the theoretical maximum amount of product (1.0 means a 100% yield; for example, 0.34 means a 34% yield).. This data is from Reaction yield outcomes from USPTO patents with 853,638 reactions. The yield is 0.680. The product is [CH2:2]([O:9][C:10]1[CH:15]=[C:14]([O:16][CH2:17][C:18]2[CH:23]=[CH:22][CH:21]=[CH:20][CH:19]=2)[C:13]([I:30])=[CH:12][C:11]=1[F:25])[C:3]1[CH:8]=[CH:7][CH:6]=[CH:5][CH:4]=1. The catalyst is CN(C)C=O.O.[Cu](I)I. The reactants are Cl.[CH2:2]([O:9][C:10]1[CH:15]=[C:14]([O:16][CH2:17][C:18]2[CH:23]=[CH:22][CH:21]=[CH:20][CH:19]=2)[C:13](N)=[CH:12][C:11]=1[F:25])[C:3]1[CH:8]=[CH:7][CH:6]=[CH:5][CH:4]=1.N([O-])=O.[Na+].[I-:30].[K+].[Cl-].[NH4+].